This data is from Catalyst prediction with 721,799 reactions and 888 catalyst types from USPTO. The task is: Predict which catalyst facilitates the given reaction. Reactant: [H-].[Na+].[CH:3]1([OH:7])[CH2:6][CH2:5][CH2:4]1.[CH3:8][O:9][CH2:10][N:11]1[CH:15]=[C:14]([C:16]([O:18][CH2:19][CH3:20])=[O:17])[C:13]([CH2:21]OS(C2C=CC=CC=2)(=O)=O)=[N:12]1. Product: [CH:3]1([O:7][CH2:21][C:13]2[C:14]([C:16]([O:18][CH2:19][CH3:20])=[O:17])=[CH:15][N:11]([CH2:10][O:9][CH3:8])[N:12]=2)[CH2:6][CH2:5][CH2:4]1. The catalyst class is: 1.